The task is: Predict the product of the given reaction.. This data is from Forward reaction prediction with 1.9M reactions from USPTO patents (1976-2016). (1) Given the reactants [S:1]1[C:5]2[CH:6]=[CH:7][CH:8]=[CH:9][C:4]=2[N:3]=[C:2]1[N:10]1[C:14](=[O:15])[CH:13]=[C:12]([C:16]2[CH:21]=[CH:20][C:19]([CH3:22])=[C:18]([Br:23])[CH:17]=2)[NH:11]1.CO[CH:26](OC)[N:27]([CH3:29])[CH3:28], predict the reaction product. The product is: [S:1]1[C:5]2[CH:6]=[CH:7][CH:8]=[CH:9][C:4]=2[N:3]=[C:2]1[N:10]1[C:14](=[O:15])[C:13](=[CH:26][N:27]([CH3:29])[CH3:28])[C:12]([C:16]2[CH:21]=[CH:20][C:19]([CH3:22])=[C:18]([Br:23])[CH:17]=2)=[N:11]1. (2) Given the reactants O[C:2]1[C:11](O)=[CH:10][C:9]2[C:4](=[CH:5][CH:6]=[CH:7][CH:8]=2)[CH:3]=1.[C:13]1([NH2:20])[CH:18]=[CH:17][CH:16]=[CH:15][C:14]=1[NH2:19].CN(C)C1C=CC=CC=1.C(Cl)Cl, predict the reaction product. The product is: [CH:18]1[C:13]2[NH:20][C:11]3[CH:10]=[C:9]4[CH:8]=[CH:7][CH:6]=[CH:5][C:4]4=[CH:3][C:2]=3[NH:19][C:14]=2[CH:15]=[CH:16][CH:17]=1. (3) Given the reactants S(O[CH2:12][CH2:13][CH:14]1[CH2:19][CH2:18][N:17]([C:20]2[CH:25]=[CH:24][C:23]([N+:26]([O-:28])=[O:27])=[CH:22][CH:21]=2)[CH2:16][CH2:15]1)(C1C=CC(C)=CC=1)(=O)=O.C(=O)([O-])[O-].[K+].[K+].[NH:35]1[CH2:40][CH2:39][O:38][CH2:37][CH2:36]1.C(OCC)(=O)C, predict the reaction product. The product is: [O:38]1[CH2:39][CH2:40][N:35]([CH2:12][CH2:13][CH:14]2[CH2:15][CH2:16][N:17]([C:20]3[CH:21]=[CH:22][C:23]([N+:26]([O-:28])=[O:27])=[CH:24][CH:25]=3)[CH2:18][CH2:19]2)[CH2:36][CH2:37]1. (4) The product is: [C:30]([C:27]1([NH:26][C:10](=[O:12])[CH:9]([NH:13][CH:14]([C:18]2[CH:23]=[CH:22][C:21]([F:24])=[CH:20][CH:19]=2)[CH:15]([F:17])[F:16])[CH2:8][S:5]([CH2:4][CH:1]2[CH2:2][CH2:3]2)(=[O:7])=[O:6])[CH2:29][CH2:28]1)#[N:31]. Given the reactants [CH:1]1([CH2:4][S:5]([CH2:8][C@H:9]([NH:13][C@@H:14]([C:18]2[CH:23]=[CH:22][C:21]([F:24])=[CH:20][CH:19]=2)[CH:15]([F:17])[F:16])[C:10]([OH:12])=O)(=[O:7])=[O:6])[CH2:3][CH2:2]1.Cl.[NH2:26][C:27]1([C:30]#[N:31])[CH2:29][CH2:28]1.CN(C(ON1N=NC2C=CC=NC1=2)=[N+](C)C)C.F[P-](F)(F)(F)(F)F.C(N(C(C)C)CC)(C)C, predict the reaction product. (5) Given the reactants [C:1]([C:5]1[CH:10]=[CH:9][C:8]([S:11]([NH:14][C:15]2[C:20]([O:21][C:22]3[CH:27]=[CH:26][CH:25]=[CH:24][C:23]=3[O:28][CH3:29])=[C:19](Cl)[N:18]=[C:17]([C:31]3[N:36]=[CH:35][CH:34]=[CH:33][N:32]=3)[N:16]=2)(=[O:13])=[O:12])=[CH:7][CH:6]=1)([CH3:4])([CH3:3])[CH3:2].[CH3:37][O:38][CH2:39][C:40]#[C:41][CH2:42][OH:43].C(O)C#CCO.COS(OC)(=O)=O.[H-].[Na+], predict the reaction product. The product is: [NH3:14].[C:1]([C:5]1[CH:10]=[CH:9][C:8]([S:11]([NH:14][C:15]2[C:20]([O:21][C:22]3[CH:27]=[CH:26][CH:25]=[CH:24][C:23]=3[O:28][CH3:29])=[C:19]([O:43][CH2:42][C:41]#[C:40][CH2:39][O:38][CH3:37])[N:18]=[C:17]([C:31]3[N:36]=[CH:35][CH:34]=[CH:33][N:32]=3)[N:16]=2)(=[O:13])=[O:12])=[CH:7][CH:6]=1)([CH3:4])([CH3:3])[CH3:2]. (6) Given the reactants [Cl:1][C:2]1[CH:11]=[CH:10][C:9]([F:12])=[CH:8][C:3]=1[C:4]([O:6]C)=O.[F:13][C:14]([Si](C)(C)C)([F:16])[F:15].[F-].[Cs+].Cl.[OH-].[Na+], predict the reaction product. The product is: [Cl:1][C:2]1[CH:11]=[CH:10][C:9]([F:12])=[CH:8][C:3]=1[C:4](=[O:6])[C:14]([F:16])([F:15])[F:13]. (7) The product is: [CH2:13]([OH:68])[C@H:14]1[O:19][C@H:18]([O:4][C:3]2[C:2](=[O:1])[O:8][C@H:7]([C@@H:9]([OH:10])[CH2:11][OH:12])[C:5]=2[OH:6])[C@H:17]([OH:65])[C@@H:16]([OH:66])[C@@H:15]1[OH:67]. Given the reactants [O:1]=[C:2]1[O:8][C@H:7]([C@H:9]([CH2:11][OH:12])[OH:10])[C:5]([OH:6])=[C:3]1[OH:4].[CH2:13]([OH:68])[C@H:14]1[O:19][C@H:18]([O:67][C@H:15]2[C@H:16]([OH:66])[C@@H:17]([OH:65])[C@@H:18]([O:67][C@H:15]3[C@H:16]([OH:66])[C@@H:17]([OH:65])[C@@H:18]([O:67][C@H:15]4[C@H:16]([OH:66])[C@@H:17]([OH:65])[C@@H:18]([O:67][C@H:15]5[C@H:16]([OH:66])[C@@H:17]([OH:65])[C@@H:18](O)[O:19][C@@H:14]5[CH2:13][OH:68])[O:19][C@@H:14]4[CH2:13][OH:68])[O:19][C@@H:14]3[CH2:13][OH:68])[O:19][C@@H:14]2[CH2:13][OH:68])[C@H:17]([OH:65])[C@@H:16]([OH:66])[C@@H:15]1[OH:67].[Cl-].[Ca+2].[Cl-].C([O-])(=O)C.[Na+].P([O-])([O-])([O-])=O.[Na+].[Na+].[Na+].C(O)C(N)(CO)CO.Cl, predict the reaction product.